From a dataset of Forward reaction prediction with 1.9M reactions from USPTO patents (1976-2016). Predict the product of the given reaction. (1) Given the reactants [F:1][C:2]1[C:7]([F:8])=[CH:6][CH:5]=[CH:4][C:3]=1[O:9][CH2:10][C@H:11]1[CH2:16][CH2:15][C@H:14]([CH2:17][CH3:18])[CH2:13][CH2:12]1.C([Li])CCC.B(OC)(OC)[O:25]C.OO, predict the reaction product. The product is: [F:8][C:7]1[C:2]([F:1])=[C:3]([O:9][CH2:10][C@H:11]2[CH2:16][CH2:15][C@H:14]([CH2:17][CH3:18])[CH2:13][CH2:12]2)[CH:4]=[CH:5][C:6]=1[OH:25]. (2) Given the reactants [F:1][C:2]([F:23])([F:22])[C@H:3]1[CH2:8][CH2:7][C@H:6]([NH:9][C:10](=[O:21])[C:11]2[CH:16]=[C:15]([NH2:17])[C:14]([NH:18][CH3:19])=[CH:13][C:12]=2[F:20])[CH2:5][CH2:4]1.[Cl:24][C:25]1[C:38]([N:39]=[C:40]=S)=[C:37]([Cl:42])[CH:36]=[CH:35][C:26]=1[CH2:27][NH:28][C:29](=[O:34])[C:30]([CH3:33])([CH3:32])[CH3:31].CC(C)N=C=NC(C)C, predict the reaction product. The product is: [F:23][C:2]([F:1])([F:22])[C@H:3]1[CH2:4][CH2:5][C@H:6]([NH:9][C:10]([C:11]2[C:12]([F:20])=[CH:13][C:14]3[N:18]([CH3:19])[C:40]([NH:39][C:38]4[C:37]([Cl:42])=[CH:36][CH:35]=[C:26]([CH2:27][NH:28][C:29](=[O:34])[C:30]([CH3:33])([CH3:32])[CH3:31])[C:25]=4[Cl:24])=[N:17][C:15]=3[CH:16]=2)=[O:21])[CH2:7][CH2:8]1.